This data is from Catalyst prediction with 721,799 reactions and 888 catalyst types from USPTO. The task is: Predict which catalyst facilitates the given reaction. (1) Reactant: [CH2:1]([O:3][C:4](=[O:43])[CH2:5][CH2:6][CH2:7][O:8][C:9]1[CH:14]=[CH:13][CH:12]=[C:11]([CH2:15][CH2:16][CH2:17][CH2:18][CH2:19][CH2:20][O:21][C:22]2[CH:27]=[C:26]([O:28][CH2:29][CH:30]3[CH2:34][CH2:33][CH2:32][CH2:31]3)[CH:25]=[C:24](Br)[CH:23]=2)[C:10]=1[CH2:36][CH2:37][C:38]([O:40][CH2:41][CH3:42])=[O:39])[CH3:2].[F:44][C:45]1[CH:46]=[C:47](B(O)O)[CH:48]=[CH:49][CH:50]=1.C(=O)([O-])[O-].[Cs+].[Cs+]. Product: [CH2:1]([O:3][C:4](=[O:43])[CH2:5][CH2:6][CH2:7][O:8][C:9]1[CH:14]=[CH:13][CH:12]=[C:11]([CH2:15][CH2:16][CH2:17][CH2:18][CH2:19][CH2:20][O:21][C:22]2[CH:23]=[C:24]([C:49]3[CH:48]=[CH:47][CH:46]=[C:45]([F:44])[CH:50]=3)[CH:25]=[C:26]([O:28][CH2:29][CH:30]3[CH2:34][CH2:33][CH2:32][CH2:31]3)[CH:27]=2)[C:10]=1[CH2:36][CH2:37][C:38]([O:40][CH2:41][CH3:42])=[O:39])[CH3:2]. The catalyst class is: 140. (2) Reactant: C([O:4][CH:5]1[C:9]2([CH2:14][CH2:13][N:12]([C:15]([O:17][CH2:18][C:19]3[CH:24]=[CH:23][CH:22]=[CH:21][CH:20]=3)=[O:16])[CH2:11][CH2:10]2)[C:8](=[O:25])[O:7][C:6]1([CH3:27])[CH3:26])(=O)C.[BH4-].[Li+]. Product: [OH:4][CH:5]([C:9]1([CH2:8][OH:25])[CH2:14][CH2:13][N:12]([C:15]([O:17][CH2:18][C:19]2[CH:24]=[CH:23][CH:22]=[CH:21][CH:20]=2)=[O:16])[CH2:11][CH2:10]1)[C:6]([OH:7])([CH3:27])[CH3:26]. The catalyst class is: 7. (3) Reactant: [F-].[Cs+].C(OC([N:10]1[C:19]2[C:14](=[CH:15][CH:16]=[C:17]([CH2:20][CH2:21][O:22][C:23]3[CH:24]=[C:25]4[C:29](=[CH:30][CH:31]=3)[NH:28][CH:27]=[CH:26]4)[N:18]=2)[CH2:13][CH2:12][CH2:11]1)=O)(C)(C)C.[C:32]1([C:38]#[C:39][C:40]([O:42]CC)=[O:41])[CH:37]=[CH:36][CH:35]=[CH:34][CH:33]=1. Product: [C:32]1([CH:38]([N:28]2[C:29]3[C:25](=[CH:24][C:23]([O:22][CH2:21][CH2:20][C:17]4[CH:16]=[CH:15][C:14]5[CH2:13][CH2:12][CH2:11][NH:10][C:19]=5[N:18]=4)=[CH:31][CH:30]=3)[CH:26]=[CH:27]2)[CH2:39][C:40]([OH:42])=[O:41])[CH:33]=[CH:34][CH:35]=[CH:36][CH:37]=1. The catalyst class is: 384. (4) Reactant: Cl[CH2:2][C:3]([NH:5][C:6]1[CH:27]=[CH:26][C:9]2[N:10]=[C:11]([NH:14][CH:15]3[C:23]4[C:18](=[CH:19][CH:20]=[CH:21][C:22]=4[O:24][CH3:25])[CH2:17][CH2:16]3)[O:12][CH2:13][C:8]=2[CH:7]=1)=[O:4].[CH3:28][N:29]1[CH2:34][CH2:33][NH:32][CH2:31][CH2:30]1. Product: [CH3:25][O:24][C:22]1[CH:21]=[CH:20][CH:19]=[C:18]2[C:23]=1[CH:15]([NH:14][C:11]1[O:12][CH2:13][C:8]3[CH:7]=[C:6]([NH:5][C:3](=[O:4])[CH2:2][N:32]4[CH2:33][CH2:34][N:29]([CH3:28])[CH2:30][CH2:31]4)[CH:27]=[CH:26][C:9]=3[N:10]=1)[CH2:16][CH2:17]2. The catalyst class is: 10. (5) Reactant: [Cl:1][C:2]1[CH:7]=[C:6]([C:8]([F:11])([F:10])[F:9])[CH:5]=[CH:4][C:3]=1[N:12]1[C:21]2[C:16](=[CH:17][C:18]([S:22]([N:25](CC3C=CC(OC)=CC=3OC)[C:26]3[S:30][N:29]=[CH:28][N:27]=3)(=[O:24])=[O:23])=[CH:19][CH:20]=2)[NH:15][CH2:14][CH2:13]1.C(O)(C(F)(F)F)=O. Product: [Cl:1][C:2]1[CH:7]=[C:6]([C:8]([F:9])([F:11])[F:10])[CH:5]=[CH:4][C:3]=1[N:12]1[C:21]2[C:16](=[CH:17][C:18]([S:22]([NH:25][C:26]3[S:30][N:29]=[CH:28][N:27]=3)(=[O:23])=[O:24])=[CH:19][CH:20]=2)[NH:15][CH2:14][CH2:13]1. The catalyst class is: 2.